This data is from Catalyst prediction with 721,799 reactions and 888 catalyst types from USPTO. The task is: Predict which catalyst facilitates the given reaction. (1) Reactant: [H-].[Na+].[CH:3]1([S:6]([NH2:9])(=[O:8])=[O:7])[CH2:5][CH2:4]1.[F:10][C:11]1[C:20]2[NH:19][CH:18]([C:21]3[CH:26]=[CH:25][CH:24]=[C:23]([N:27]4[CH2:32][CH2:31][O:30][CH2:29][CH2:28]4)[CH:22]=3)[C:17]([CH3:34])([CH3:33])[CH2:16][C:15]=2[C:14]([C:35](O)=[O:36])=[CH:13][CH:12]=1.C(N1C=CN=C1)(N1C=CN=C1)=O. Product: [F:10][C:11]1[C:20]2[NH:19][CH:18]([C:21]3[CH:26]=[CH:25][CH:24]=[C:23]([N:27]4[CH2:28][CH2:29][O:30][CH2:31][CH2:32]4)[CH:22]=3)[C:17]([CH3:33])([CH3:34])[CH2:16][C:15]=2[C:14]([C:35]([NH:9][S:6]([CH:3]2[CH2:5][CH2:4]2)(=[O:8])=[O:7])=[O:36])=[CH:13][CH:12]=1. The catalyst class is: 9. (2) Reactant: [NH2:1][CH2:2][C:3]([CH3:6])([OH:5])[CH3:4].[Cl:7][C:8]1[C:13]([N+:14]([O-:16])=[O:15])=[C:12](Cl)[CH:11]=[C:10]([CH2:18][CH2:19][CH2:20][CH2:21][CH3:22])[N:9]=1.C(N(CC)CC)C. Product: [Cl:7][C:8]1[C:13]([N+:14]([O-:16])=[O:15])=[C:12]([NH:1][CH2:2][C:3]([CH3:6])([OH:5])[CH3:4])[CH:11]=[C:10]([CH2:18][CH2:19][CH2:20][CH2:21][CH3:22])[N:9]=1. The catalyst class is: 3. (3) Reactant: [C:1]([C:5]1[CH:9]=[C:8]([C:10]([CH3:13])([CH3:12])[CH3:11])[N:7]([CH2:14][C:15]2[CH:16]=[C:17]([CH:34]=[CH:35][C:36]=2[O:37][CH2:38][CH:39]([CH3:41])[CH3:40])[CH2:18][NH:19][C:20]2[CH:25]=[CH:24][C:23]([CH2:26][CH2:27][C:28]([O:30]CC)=[O:29])=[C:22]([F:33])[CH:21]=2)[N:6]=1)([CH3:4])([CH3:3])[CH3:2].CO.[OH-].[Na+].Cl. Product: [C:1]([C:5]1[CH:9]=[C:8]([C:10]([CH3:11])([CH3:13])[CH3:12])[N:7]([CH2:14][C:15]2[CH:16]=[C:17]([CH:34]=[CH:35][C:36]=2[O:37][CH2:38][CH:39]([CH3:41])[CH3:40])[CH2:18][NH:19][C:20]2[CH:25]=[CH:24][C:23]([CH2:26][CH2:27][C:28]([OH:30])=[O:29])=[C:22]([F:33])[CH:21]=2)[N:6]=1)([CH3:2])([CH3:3])[CH3:4]. The catalyst class is: 362. (4) The catalyst class is: 9. Reactant: [Br:1][C:2]1[C:7]2=[N:8][C:9]([C:12]([OH:14])=O)=[CH:10][N:11]=[C:6]2[CH:5]=[N:4][CH:3]=1.[NH:15]1[CH2:20][CH2:19][S:18](=[O:22])(=[O:21])[CH2:17][CH2:16]1.C(N(CC)CC)C.F[P-](F)(F)(F)(F)F.C[N+](C)=C(N(C)C)O. Product: [Br:1][C:2]1[C:7]2[C:6](=[N:11][CH:10]=[C:9]([C:12]([N:15]3[CH2:20][CH2:19][S:18](=[O:22])(=[O:21])[CH2:17][CH2:16]3)=[O:14])[N:8]=2)[CH:5]=[N:4][CH:3]=1. (5) Reactant: Br[C:2]1[CH:3]=[CH:4][CH:5]=[C:6]2[C:10]=1[C:9](=[O:11])[N:8]([CH2:12][CH2:13][C:14]1[N:19]=[C:18]3[CH:20]=[CH:21][S:22][C:17]3=[CH:16][CH:15]=1)[CH2:7]2.C([O-])([O-])=O.[Cs+].[Cs+].C1(P(C2CCCCC2)C2C=CC=CC=2C2C(C(C)C)=CC(C(C)C)=CC=2C(C)C)CCCCC1.[NH:63]1[CH2:68][CH2:67][O:66][CH2:65][CH2:64]1. Product: [O:66]1[CH2:67][CH2:68][N:63]([C:2]2[CH:3]=[CH:4][CH:5]=[C:6]3[C:10]=2[C:9](=[O:11])[N:8]([CH2:12][CH2:13][C:14]2[N:19]=[C:18]4[CH:20]=[CH:21][S:22][C:17]4=[CH:16][CH:15]=2)[CH2:7]3)[CH2:64][CH2:65]1. The catalyst class is: 533. (6) Reactant: C(=O)([O-])[O-].[K+].[K+].[CH2:7]([N:14]1[CH2:19][CH2:18][N:17]([CH2:20][CH2:21][NH:22][S:23]([C:26]2[CH:42]=[CH:41][C:29]3[CH2:30][CH2:31][N:32](C(=O)C(F)(F)F)[CH2:33][CH2:34][C:28]=3[CH:27]=2)(=[O:25])=[O:24])[CH2:16][CH2:15]1)[C:8]1[CH:13]=[CH:12][CH:11]=[CH:10][CH:9]=1. Product: [CH2:7]([N:14]1[CH2:19][CH2:18][N:17]([CH2:20][CH2:21][NH:22][S:23]([C:26]2[CH:42]=[CH:41][C:29]3[CH2:30][CH2:31][NH:32][CH2:33][CH2:34][C:28]=3[CH:27]=2)(=[O:25])=[O:24])[CH2:16][CH2:15]1)[C:8]1[CH:9]=[CH:10][CH:11]=[CH:12][CH:13]=1. The catalyst class is: 5.